Dataset: Reaction yield outcomes from USPTO patents with 853,638 reactions. Task: Predict the reaction yield, written as a fraction of the theoretical maximum amount of product (1.0 means a 100% yield; for example, 0.34 means a 34% yield). (1) The reactants are [OH-:1].[Na+].Cl[C:4]1[CH:11]=[CH:10][C:7]([CH2:8]Br)=[CH:6][CH:5]=1. The catalyst is C(Cl)Cl.O.[Br-].C([N+](CCCC)(CCCC)CCCC)CCC.C(Cl)Cl. The product is [CH2:8]([O:1][CH2:8][C:7]1[CH:10]=[CH:11][CH:4]=[CH:5][CH:6]=1)[C:7]1[CH:10]=[CH:11][CH:4]=[CH:5][CH:6]=1. The yield is 0.820. (2) The reactants are Br[C:2]1[CH:7]=[CH:6][C:5]([C:8]2[N:12]([CH2:13][C@@H:14]3[CH2:18][CH2:17][N:16]([C:19]([CH:21]4[CH2:23][CH2:22]4)=[O:20])[CH2:15]3)[CH:11]=[N:10][N:9]=2)=[CH:4][CH:3]=1.B1(B2OC(C)(C)C(C)(C)O2)OC(C)(C)C(C)(C)O1.CC([O-])=O.[K+].Br[C:48]1[CH:56]=[C:55]2[C:51]([CH:52]=[N:53][NH:54]2)=[CH:50][CH:49]=1.C([O-])([O-])=O.[K+].[K+]. The catalyst is O1CCOCC1.C1C=CC(P(C2C=CC=CC=2)[C-]2C=CC=C2)=CC=1.C1C=CC(P(C2C=CC=CC=2)[C-]2C=CC=C2)=CC=1.Cl[Pd]Cl.[Fe+2]. The product is [CH:21]1([C:19]([N:16]2[CH2:17][CH2:18][C@@H:14]([CH2:13][N:12]3[CH:11]=[N:10][N:9]=[C:8]3[C:5]3[CH:6]=[CH:7][C:2]([C:48]4[CH:56]=[C:55]5[C:51]([CH:52]=[N:53][NH:54]5)=[CH:50][CH:49]=4)=[CH:3][CH:4]=3)[CH2:15]2)=[O:20])[CH2:23][CH2:22]1. The yield is 0.230. (3) The reactants are [CH3:1][O:2][C:3]1[CH:8]=[CH:7][C:6]([Mg]Br)=[CH:5][CH:4]=1.[CH2:11]([N:18]1[CH2:23][CH2:22][C:21](=[O:24])[CH2:20][CH2:19]1)[C:12]1[CH:17]=[CH:16][CH:15]=[CH:14][CH:13]=1. The yield is 0.440. The product is [CH2:11]([N:18]1[CH2:23][CH2:22][C:21]([C:6]2[CH:7]=[CH:8][C:3]([O:2][CH3:1])=[CH:4][CH:5]=2)([OH:24])[CH2:20][CH2:19]1)[C:12]1[CH:13]=[CH:14][CH:15]=[CH:16][CH:17]=1. The catalyst is C1COCC1.